This data is from Catalyst prediction with 721,799 reactions and 888 catalyst types from USPTO. The task is: Predict which catalyst facilitates the given reaction. Reactant: [CH2:1]1[CH2:6][CH2:5][N:4]([C:7]([CH2:9][C:10]#[N:11])=[O:8])[CH2:3][CH2:2]1.Br[CH2:13][CH3:14].[CH2:15]([Li])[CH2:16]CC.CCCCCC. Product: [CH2:15]([C:9]([C:7]([N:4]1[CH2:5][CH2:6][CH2:1][CH2:2][CH2:3]1)=[O:8])([CH2:13][CH3:14])[C:10]#[N:11])[CH3:16]. The catalyst class is: 1.